Predict which catalyst facilitates the given reaction. From a dataset of Catalyst prediction with 721,799 reactions and 888 catalyst types from USPTO. (1) Reactant: [C:1]([CH2:3][CH2:4][CH2:5][CH:6]1[CH2:11][CH2:10][N:9]([C:12]([O:14][C:15]([CH3:18])([CH3:17])[CH3:16])=[O:13])[CH2:8][CH2:7]1)#[N:2]. Product: [NH2:2][CH2:1][CH2:3][CH2:4][CH2:5][CH:6]1[CH2:7][CH2:8][N:9]([C:12]([O:14][C:15]([CH3:18])([CH3:17])[CH3:16])=[O:13])[CH2:10][CH2:11]1. The catalyst class is: 834. (2) Reactant: Cl.[F:2][C:3]1[CH:8]=[CH:7][C:6]([C:9](=[O:20])[CH2:10][CH2:11][CH2:12][N:13]2[CH2:18][CH2:17][CH:16]([CH3:19])[CH2:15][CH2:14]2)=[CH:5][CH:4]=1.[OH-].[Na+]. Product: [F:2][C:3]1[CH:8]=[CH:7][C:6]([C:9](=[O:20])[CH2:10][CH2:11][CH2:12][N:13]2[CH2:18][CH2:17][CH:16]([CH3:19])[CH2:15][CH2:14]2)=[CH:5][CH:4]=1. The catalyst class is: 6. (3) Reactant: [CH2:1]([N:3]1[C:7]2=[N:8][C:9]([CH2:61][CH3:62])=[C:10]([CH2:19][NH:20][C:21]([C:23]3[CH:24]=[C:25]([C:29]([NH:31][CH2:32][C:33]4[C:34]([F:60])=[C:35]([C:39]5[CH:44]=[CH:43][CH:42]=[C:41]([CH2:45][N:46]6[CH2:51][CH2:50][N:49](C(OC(C)(C)C)=O)[C@@H:48]([CH3:59])[CH2:47]6)[CH:40]=5)[CH:36]=[CH:37][CH:38]=4)=[O:30])[CH:26]=[CH:27][CH:28]=3)=[O:22])[C:11]([NH:12][CH:13]3[CH2:18][CH2:17][O:16][CH2:15][CH2:14]3)=[C:6]2[CH:5]=[N:4]1)[CH3:2].C(O)(C(F)(F)F)=O. Product: [CH2:1]([N:3]1[C:7]2=[N:8][C:9]([CH2:61][CH3:62])=[C:10]([CH2:19][NH:20][C:21]([C:23]3[CH:28]=[CH:27][CH:26]=[C:25]([C:29]([NH:31][CH2:32][C:33]4[C:34]([F:60])=[C:35]([C:39]5[CH:44]=[CH:43][CH:42]=[C:41]([CH2:45][N:46]6[CH2:51][CH2:50][NH:49][C@@H:48]([CH3:59])[CH2:47]6)[CH:40]=5)[CH:36]=[CH:37][CH:38]=4)=[O:30])[CH:24]=3)=[O:22])[C:11]([NH:12][CH:13]3[CH2:18][CH2:17][O:16][CH2:15][CH2:14]3)=[C:6]2[CH:5]=[N:4]1)[CH3:2]. The catalyst class is: 1. (4) Reactant: F[C:2]1[CH:7]=[CH:6][C:5]([N+:8]([O-])=O)=[CH:4][CH:3]=1.[CH3:11][CH:12]1[O:17][CH:16]([CH3:18])[CH2:15][NH:14][CH2:13]1.C(N(C(C)C)CC)(C)C. Product: [CH3:18][C@H:16]1[O:17][C@@H:12]([CH3:11])[CH2:13][N:14]([C:2]2[CH:7]=[CH:6][C:5]([NH2:8])=[CH:4][CH:3]=2)[CH2:15]1.[CH3:18][C@H:16]1[O:17][C@H:12]([CH3:11])[CH2:13][N:14]([C:2]2[CH:7]=[CH:6][C:5]([NH2:8])=[CH:4][CH:3]=2)[CH2:15]1. The catalyst class is: 3. (5) Product: [C:1]([C:5]1[CH:10]=[CH:9][C:8]([S:11]([NH:14][C:15]2[CH:19]=[CH:18][S:17][C:16]=2[C:20]([OH:22])=[O:21])(=[O:13])=[O:12])=[C:7]([CH2:24][CH2:25][C:26]2[CH:27]=[CH:28][CH:29]=[CH:30][CH:31]=2)[CH:6]=1)([CH3:4])([CH3:2])[CH3:3]. The catalyst class is: 83. Reactant: [C:1]([C:5]1[CH:10]=[CH:9][C:8]([S:11]([NH:14][C:15]2[CH:19]=[CH:18][S:17][C:16]=2[C:20]([O:22]C)=[O:21])(=[O:13])=[O:12])=[C:7]([CH2:24][CH2:25][C:26]2[CH:31]=[CH:30][CH:29]=[CH:28][CH:27]=2)[CH:6]=1)([CH3:4])([CH3:3])[CH3:2].[OH-].[Na+]. (6) Reactant: [NH2:1][C:2]1[CH:6]=[CH:5][NH:4][C:3]=1[C:7]([O:9][CH2:10][CH3:11])=[O:8].C(N(CC)CC)C.[C:19](Cl)(=[O:21])[CH3:20]. Product: [C:19]([NH:1][C:2]1[CH:6]=[CH:5][NH:4][C:3]=1[C:7]([O:9][CH2:10][CH3:11])=[O:8])(=[O:21])[CH3:20]. The catalyst class is: 2. (7) Reactant: C(O[C:5](=[O:7])[CH3:6])(=O)C.[CH:8]1[C:17]2[C:12](=[CH:13][CH:14]=[CH:15][CH:16]=2)[CH:11]=[C:10]([NH2:18])[N:9]=1.C(N(CC)CC)C. Product: [CH:8]1[C:17]2[C:12](=[CH:13][CH:14]=[CH:15][CH:16]=2)[CH:11]=[C:10]([NH:18][C:5](=[O:7])[CH3:6])[N:9]=1. The catalyst class is: 2. (8) Reactant: [F:1][C:2]1[CH:3]=[C:4]([CH2:17][C:18]([NH2:20])=[O:19])[CH:5]=[CH:6][C:7]=1B1OC(C)(C)C(C)(C)O1.[CH2:21]([O:28][C:29]1[CH:34]=[C:33]([O:35][CH2:36][CH3:37])[C:32](I)=[CH:31][N:30]=1)[C:22]1[CH:27]=[CH:26][CH:25]=[CH:24][CH:23]=1.C([O-])([O-])=O.[Cs+].[Cs+]. Product: [CH2:21]([O:28][C:29]1[N:30]=[CH:31][C:32]([C:7]2[CH:6]=[CH:5][C:4]([CH2:17][C:18]([NH2:20])=[O:19])=[CH:3][C:2]=2[F:1])=[C:33]([O:35][CH2:36][CH3:37])[CH:34]=1)[C:22]1[CH:23]=[CH:24][CH:25]=[CH:26][CH:27]=1. The catalyst class is: 117. (9) Reactant: [C:1]([CH2:3][C:4](O)=[O:5])#[N:2].CN(C(ON1N=NC2C=CC=CC1=2)=[N+](C)C)C.[B-](F)(F)(F)F.Cl.[NH:30]1[CH2:35][CH2:34][CH:33]([N:36]2[C:40]3[CH:41]=[CH:42][CH:43]=[CH:44][C:39]=3[N:38]=[C:37]2[NH:45][C:46](=[O:53])[C:47]2[CH:52]=[CH:51][CH:50]=[N:49][CH:48]=2)[CH2:32][CH2:31]1.CCN(C(C)C)C(C)C. Product: [C:1]([CH2:3][C:4]([N:30]1[CH2:31][CH2:32][CH:33]([N:36]2[C:40]3[CH:41]=[CH:42][CH:43]=[CH:44][C:39]=3[N:38]=[C:37]2[NH:45][C:46](=[O:53])[C:47]2[CH:52]=[CH:51][CH:50]=[N:49][CH:48]=2)[CH2:34][CH2:35]1)=[O:5])#[N:2]. The catalyst class is: 606. (10) Product: [CH:1]1([C:7]2[CH:21]=[CH:20][C:10]([O:11][C:12]3[CH:13]=[C:14]([CH:17]=[CH:18][CH:19]=3)[CH2:15][NH2:16])=[CH:9][CH:8]=2)[CH2:2][CH2:3][CH2:4][CH2:5][CH2:6]1. Reactant: [CH:1]1([C:7]2[CH:21]=[CH:20][C:10]([O:11][C:12]3[CH:13]=[C:14]([CH:17]=[CH:18][CH:19]=3)[C:15]#[N:16])=[CH:9][CH:8]=2)[CH2:6][CH2:5][CH2:4][CH2:3][CH2:2]1.[NH4+].[Cl-]. The catalyst class is: 385.